Dataset: Experimentally validated miRNA-target interactions with 360,000+ pairs, plus equal number of negative samples. Task: Binary Classification. Given a miRNA mature sequence and a target amino acid sequence, predict their likelihood of interaction. The protein sequence of the target gene is MQSLSLGQTSISKGLNYLTIMAPGNLWHMRNNFLFGSRCWMTRFSAENIFKSVSFRLFGVKCHNTDSEPLKNEDLLKNLLTMGVDIDMARKRQPGVFHRMITNEQDLKMFLLSKGASKEVIASIISRYPRAITRTPENLSKRWDLWRKIVTSDLEIVNILERSPESFFRSNNNLNLENNIKFLYSVGLTRKCLCRLLTNAPRTFSNSLDLNKQMVEFLQAAGLSLGHNDPADFVRKIIFKNPFILIQSTKRVKANIEFLRSTFNLNSEELLVLICGPGAEILDLSNDYARRSYANIKEKL.... The miRNA is hsa-miR-2392 with sequence UAGGAUGGGGGUGAGAGGUG. Result: 0 (no interaction).